From a dataset of Catalyst prediction with 721,799 reactions and 888 catalyst types from USPTO. Predict which catalyst facilitates the given reaction. (1) Reactant: [OH:1][CH:2]1[CH2:6][N:5]([C:7]([O:9][C:10]([CH3:13])([CH3:12])[CH3:11])=[O:8])[CH:4]([C:14]([O:16][CH3:17])=[O:15])[CH2:3]1.CC(OI1(OC(C)=O)(OC(C)=O)OC(=O)C2C=CC=CC1=2)=O.C(OCC)(=O)C. Product: [O:1]=[C:2]1[CH2:6][N:5]([C:7]([O:9][C:10]([CH3:11])([CH3:12])[CH3:13])=[O:8])[CH:4]([C:14]([O:16][CH3:17])=[O:15])[CH2:3]1. The catalyst class is: 2. (2) Product: [CH:10]1([C:13]2[CH:14]=[C:15]([CH:21]=[C:22]([O:30][CH2:8][CH3:9])[C:23]=2[N:24]2[CH2:25][CH2:26][CH2:27][CH2:28][CH2:29]2)[C:16]([O:18][CH2:19][CH3:20])=[O:17])[CH2:12][CH2:11]1. Reactant: C(=O)([O-])[O-].[K+].[K+].I[CH2:8][CH3:9].[CH:10]1([C:13]2[CH:14]=[C:15]([CH:21]=[C:22]([OH:30])[C:23]=2[N:24]2[CH2:29][CH2:28][CH2:27][CH2:26][CH2:25]2)[C:16]([O:18][CH2:19][CH3:20])=[O:17])[CH2:12][CH2:11]1. The catalyst class is: 3. (3) Reactant: [CH:1]1([N:4]([CH:20]([C:22]2[CH:30]=[C:29]([O:31][CH2:32][CH2:33][CH2:34][O:35][CH3:36])[C:25]3[CH:26]=[CH:27][O:28][C:24]=3[CH:23]=2)[CH3:21])[C:5]([C@@H:7]2[O:12][CH2:11][CH2:10][N:9](C(OC(C)(C)C)=O)[CH2:8]2)=[O:6])[CH2:3][CH2:2]1.N1C(C)=CC=CC=1C.C[Si](OS(C(F)(F)F)(=O)=O)(C)C.C(=O)([O-])O.[Na+]. The catalyst class is: 22. Product: [CH:1]1([N:4]([C@@H:20]([C:22]2[CH:30]=[C:29]([O:31][CH2:32][CH2:33][CH2:34][O:35][CH3:36])[C:25]3[CH:26]=[CH:27][O:28][C:24]=3[CH:23]=2)[CH3:21])[C:5]([C@@H:7]2[O:12][CH2:11][CH2:10][NH:9][CH2:8]2)=[O:6])[CH2:3][CH2:2]1.[CH:1]1([N:4]([C@H:20]([C:22]2[CH:30]=[C:29]([O:31][CH2:32][CH2:33][CH2:34][O:35][CH3:36])[C:25]3[CH:26]=[CH:27][O:28][C:24]=3[CH:23]=2)[CH3:21])[C:5]([C@@H:7]2[O:12][CH2:11][CH2:10][NH:9][CH2:8]2)=[O:6])[CH2:3][CH2:2]1. (4) Reactant: Cl[C:2]1[CH:3]=[CH:4][C:5]2[N:6]([C:8]([CH2:11][C:12]3[CH:17]=[CH:16][CH:15]=[CH:14][C:13]=3[F:18])=[N:9][CH:10]=2)[N:7]=1.C(N(CC)CC)C.[H][H]. Product: [F:18][C:13]1[CH:14]=[CH:15][CH:16]=[CH:17][C:12]=1[CH2:11][C:8]1[N:6]2[N:7]=[CH:2][CH:3]=[CH:4][C:5]2=[CH:10][N:9]=1. The catalyst class is: 153.